From a dataset of Forward reaction prediction with 1.9M reactions from USPTO patents (1976-2016). Predict the product of the given reaction. (1) Given the reactants [NH:1]1[CH2:6][CH2:5][CH:4]([CH2:7][N:8]2[CH2:13][CH2:12][CH:11]([CH2:14][NH:15][C:16]([C:18]3[C:26]4[N:25]=[C:24]([CH:27]([CH3:29])[CH3:28])[NH:23][C:22]=4[CH:21]=[CH:20][CH:19]=3)=[O:17])[CH2:10][CH2:9]2)[CH2:3][CH2:2]1.C(N(CC)C(C)C)(C)C.Cl[C:40]([O:42][C:43]1[CH:48]=[CH:47][CH:46]=[CH:45][CH:44]=1)=[O:41], predict the reaction product. The product is: [C:43]1([O:42][C:40]([N:1]2[CH2:2][CH2:3][CH:4]([CH2:7][N:8]3[CH2:9][CH2:10][CH:11]([CH2:14][NH:15][C:16]([C:18]4[C:26]5[N:25]=[C:24]([CH:27]([CH3:29])[CH3:28])[NH:23][C:22]=5[CH:21]=[CH:20][CH:19]=4)=[O:17])[CH2:12][CH2:13]3)[CH2:5][CH2:6]2)=[O:41])[CH:48]=[CH:47][CH:46]=[CH:45][CH:44]=1. (2) Given the reactants [C:1]([O:5][C:6](=[O:28])[NH:7][CH:8]([C:20]1[CH:25]=[CH:24][C:23]([Cl:26])=[C:22]([Cl:27])[CH:21]=1)[C:9]([C:11]1[CH:16]=[CH:15][C:14](Br)=[CH:13][C:12]=1[O:18][CH3:19])=[O:10])([CH3:4])([CH3:3])[CH3:2].[F:29][C:30]1[CH:31]=[C:32](B(O)O)[CH:33]=[N:34][CH:35]=1, predict the reaction product. The product is: [C:1]([O:5][C:6](=[O:28])[NH:7][CH:8]([C:20]1[CH:25]=[CH:24][C:23]([Cl:26])=[C:22]([Cl:27])[CH:21]=1)[C:9]([C:11]1[CH:16]=[CH:15][C:14]([C:32]2[CH:33]=[N:34][CH:35]=[C:30]([F:29])[CH:31]=2)=[CH:13][C:12]=1[O:18][CH3:19])=[O:10])([CH3:4])([CH3:3])[CH3:2]. (3) Given the reactants [F:1][C:2]([F:11])([F:10])[C:3]1[CH:8]=[CH:7][C:6]([OH:9])=[CH:5][CH:4]=1.ClCCl.[O:15]1[CH:20]=[CH:19][CH2:18][CH2:17][CH2:16]1.Cl, predict the reaction product. The product is: [O:15]1[CH2:20][CH2:19][CH2:18][CH2:17][CH:16]1[O:9][C:6]1[CH:5]=[CH:4][C:3]([C:2]([F:10])([F:11])[F:1])=[CH:8][CH:7]=1. (4) Given the reactants [C:1]([C@@H:3]([NH:22][C:23]([C:25]1([NH:31]C(=O)OC(C)(C)C)[CH2:30][CH2:29][O:28][CH2:27][CH2:26]1)=[O:24])[CH2:4][C:5]1[CH:10]=[CH:9][C:8]([C:11]2[CH:12]=[C:13]3[C:17](=[CH:18][CH:19]=2)[C:16](=[O:20])[N:15]([CH3:21])[CH2:14]3)=[CH:7][CH:6]=1)#[N:2].C(O)=O.C(#N)C, predict the reaction product. The product is: [NH2:31][C:25]1([C:23]([NH:22][C@H:3]([C:1]#[N:2])[CH2:4][C:5]2[CH:6]=[CH:7][C:8]([C:11]3[CH:12]=[C:13]4[C:17](=[CH:18][CH:19]=3)[C:16](=[O:20])[N:15]([CH3:21])[CH2:14]4)=[CH:9][CH:10]=2)=[O:24])[CH2:30][CH2:29][O:28][CH2:27][CH2:26]1. (5) Given the reactants Br[C:2]1[C:3]([C:17]2[S:18][CH:19]=[CH:20][CH:21]=2)=[N:4][C:5]([NH:8][CH2:9][CH2:10][N:11]2[CH2:15][CH2:14][NH:13][C:12]2=[O:16])=[N:6][CH:7]=1.[Cl:22][C:23]1[CH:28]=[CH:27][C:26](B(O)O)=[CH:25][CH:24]=1.C(=O)([O-])[O-].[Na+].[Na+].O1CCOCC1, predict the reaction product. The product is: [Cl:22][C:23]1[CH:28]=[CH:27][C:26]([C:2]2[C:3]([C:17]3[S:18][CH:19]=[CH:20][CH:21]=3)=[N:4][C:5]([NH:8][CH2:9][CH2:10][N:11]3[CH2:15][CH2:14][NH:13][C:12]3=[O:16])=[N:6][CH:7]=2)=[CH:25][CH:24]=1.